This data is from Catalyst prediction with 721,799 reactions and 888 catalyst types from USPTO. The task is: Predict which catalyst facilitates the given reaction. (1) The catalyst class is: 13. Product: [F:13][C:10]1[CH:11]=[C:12]2[C:7]([CH2:6][N:5]([CH3:27])[NH:4]2)=[CH:8][C:9]=1[C:14]([F:21])([F:20])[C:15]([O:17][CH2:18][CH3:19])=[O:16]. Reactant: C([N:4]1[C:12]2[C:7](=[CH:8][C:9]([C:14]([F:21])([F:20])[C:15]([O:17][CH2:18][CH3:19])=[O:16])=[C:10]([F:13])[CH:11]=2)[CH:6]=[N:5]1)(=O)C.F[B-](F)(F)F.[CH3:27][O+](C)C.S(S([O-])=O)([O-])=O.[Na+].[Na+]. (2) Reactant: C([O:3][C:4]([C:6]1[CH:10]=[C:9]([C:11]2[CH:16]=[CH:15][C:14]([C:17]([F:20])([F:19])[F:18])=[CH:13][CH:12]=2)[NH:8][N:7]=1)=O)C.[H-].[Al+3].[Li+].[H-].[H-].[H-].O.[OH-].[Na+]. Product: [F:20][C:17]([F:18])([F:19])[C:14]1[CH:13]=[CH:12][C:11]([C:9]2[NH:8][N:7]=[C:6]([CH2:4][OH:3])[CH:10]=2)=[CH:16][CH:15]=1. The catalyst class is: 7.